This data is from Forward reaction prediction with 1.9M reactions from USPTO patents (1976-2016). The task is: Predict the product of the given reaction. (1) Given the reactants [Br:1][C:2]1[S:3][C:4]2[C:10]([O:11][S:12]([C:15]([F:18])([F:17])[F:16])(=[O:14])=[O:13])=[C:9]([C@H:19]([OH:25])[C:20]([O:22][CH2:23][CH3:24])=[O:21])[C:8]([CH3:26])=[CH:7][C:5]=2[N:6]=1.Cl(O)(=O)(=O)=O.O, predict the reaction product. The product is: [Br:1][C:2]1[S:3][C:4]2[C:10]([O:11][S:12]([C:15]([F:18])([F:16])[F:17])(=[O:14])=[O:13])=[C:9]([C@H:19]([O:25][C:8]([CH3:26])([CH3:9])[CH3:7])[C:20]([O:22][CH2:23][CH3:24])=[O:21])[C:8]([CH3:26])=[CH:7][C:5]=2[N:6]=1.[Br:1][C:2]1[S:3][C:4]2[C:10]([O:11][S:12]([C:15]([F:18])([F:16])[F:17])(=[O:14])=[O:13])=[C:9]([C@H:19]([OH:25])[C:20]([O:22][CH2:23][CH3:24])=[O:21])[C:8]([CH3:26])=[CH:7][C:5]=2[N:6]=1. (2) Given the reactants Br[C:2]1[CH:3]=[C:4]2[C:11]([C:12]([NH:14][CH3:15])=[O:13])=[C:10]([C:16]3[CH:21]=[CH:20][C:19]([F:22])=[CH:18][CH:17]=3)[O:9][C:5]2=[N:6][C:7]=1[Cl:8].B([C:26]1[CH:27]=[C:28]([C:31]([OH:33])=[O:32])[S:29][CH:30]=1)(O)O.C(=O)([O-])[O-].[Cs+].[Cs+], predict the reaction product. The product is: [Cl:8][C:7]1[N:6]=[C:5]2[O:9][C:10]([C:16]3[CH:21]=[CH:20][C:19]([F:22])=[CH:18][CH:17]=3)=[C:11]([C:12](=[O:13])[NH:14][CH3:15])[C:4]2=[CH:3][C:2]=1[C:26]1[CH:27]=[C:28]([C:31]([OH:33])=[O:32])[S:29][CH:30]=1. (3) The product is: [CH:12]([C:8]1[C:7]2[O:15][C:2]([CH3:17])([CH3:16])[C:3](=[O:4])[NH:5][C:6]=2[CH:11]=[CH:10][CH:9]=1)([CH3:14])[CH3:13]. Given the reactants Br[C:2]([CH3:17])([CH3:16])[C:3]([NH:5][C:6]1[CH:11]=[CH:10][CH:9]=[C:8]([CH:12]([CH3:14])[CH3:13])[C:7]=1[OH:15])=[O:4].C(=O)([O-])[O-].[K+].[K+].Cl, predict the reaction product. (4) Given the reactants [Cl:1][C:2]1[C:11]2[C:10](=[O:12])[N:9]([CH2:13][CH2:14][C:15]3[CH:20]=[CH:19][CH:18]=[CH:17][CH:16]=3)[CH:8]([C:21]3[CH:26]=[CH:25][CH:24]=[CH:23][C:22]=3[O:27][CH3:28])[NH:7][C:6]=2[CH:5]=[CH:4][N:3]=1.[Mn]([O-])(=O)(=O)=O.[K+], predict the reaction product. The product is: [Cl:1][C:2]1[C:11]2[C:10](=[O:12])[N:9]([CH2:13][CH2:14][C:15]3[CH:20]=[CH:19][CH:18]=[CH:17][CH:16]=3)[C:8]([C:21]3[CH:26]=[CH:25][CH:24]=[CH:23][C:22]=3[O:27][CH3:28])=[N:7][C:6]=2[CH:5]=[CH:4][N:3]=1. (5) The product is: [CH3:1][C:2]([CH3:29])([CH3:28])[CH2:3][N:4]1[C:8]2[N:9]=[C:10]([C:13]#[N:14])[N:11]=[CH:12][C:7]=2[CH:6]=[C:5]1[CH2:15][N:16]1[N:25]([CH3:30])[C:24](=[O:26])[C:23]2[C:18](=[CH:19][CH:20]=[CH:21][CH:22]=2)[C:17]1=[O:27]. Given the reactants [CH3:1][C:2]([CH3:29])([CH3:28])[CH2:3][N:4]1[C:8]2[N:9]=[C:10]([C:13]#[N:14])[N:11]=[CH:12][C:7]=2[CH:6]=[C:5]1[CH2:15][N:16]1[NH:25][C:24](=[O:26])[C:23]2[C:18](=[CH:19][CH:20]=[CH:21][CH:22]=2)[C:17]1=[O:27].[C:30]([O-])([O-])=O.[K+].[K+], predict the reaction product.